Dataset: Reaction yield outcomes from USPTO patents with 853,638 reactions. Task: Predict the reaction yield, written as a fraction of the theoretical maximum amount of product (1.0 means a 100% yield; for example, 0.34 means a 34% yield). (1) The yield is 0.960. The reactants are C[Si]([C:5]#[C:6][C:7]1[CH:12]=[CH:11][C:10]([CH2:13][C:14]([NH:16][NH:17][C:18]([O:20][C:21]([CH3:24])([CH3:23])[CH3:22])=[O:19])=[O:15])=[CH:9][CH:8]=1)(C)C.[F-].C([N+](CCCC)(CCCC)CCCC)CCC. The product is [C:6]([C:7]1[CH:12]=[CH:11][C:10]([CH2:13][C:14]([NH:16][NH:17][C:18]([O:20][C:21]([CH3:24])([CH3:23])[CH3:22])=[O:19])=[O:15])=[CH:9][CH:8]=1)#[CH:5]. The catalyst is O1CCCC1. (2) The yield is 0.500. The reactants are [CH2:1]([OH:14])[CH2:2][CH2:3][CH2:4][CH2:5][CH2:6][CH2:7][CH2:8][CH2:9][CH2:10][CH2:11][CH2:12][OH:13].C1COCC1.CN(C=O)C.[H-].[Na+].[CH:27]1[CH:32]=[CH:31][C:30]([CH2:33]Br)=[CH:29][CH:28]=1. The catalyst is CN(C=O)C.O. The product is [CH2:33]([O:14][CH2:1][CH2:2][CH2:3][CH2:4][CH2:5][CH2:6][CH2:7][CH2:8][CH2:9][CH2:10][CH2:11][CH2:12][OH:13])[C:30]1[CH:31]=[CH:32][CH:27]=[CH:28][CH:29]=1. (3) The reactants are [CH:1]1([N:4]2[C:12]3[C:7](=[CH:8][CH:9]=[C:10]([OH:13])[CH:11]=3)[C:6]([C:14]#[N:15])=[CH:5]2)[CH2:3][CH2:2]1.C(OB(OC(C)C)OC(C)C)(C)C.[Li+].CC([N-]C(C)C)C.[CH:37]1([C@H:40]([O:42][C:43](=[O:52])[NH:44][C:45]2[CH:50]=[CH:49][C:48](I)=[CH:47][CH:46]=2)[CH3:41])[CH2:39][CH2:38]1.C([O-])([O-])=O.[K+].[K+]. The catalyst is C1COCC1.Cl[Pd]Cl.CN(C=O)C. The product is [CH:37]1([C@H:40]([O:42][C:43](=[O:52])[NH:44][C:45]2[CH:50]=[CH:49][C:48]([C:5]3[N:4]([CH:1]4[CH2:3][CH2:2]4)[C:12]4[C:7]([C:6]=3[C:14]#[N:15])=[CH:8][CH:9]=[C:10]([OH:13])[CH:11]=4)=[CH:47][CH:46]=2)[CH3:41])[CH2:39][CH2:38]1. The yield is 0.970. (4) The reactants are [C:1](Cl)(=[O:5])[CH:2]([CH3:4])[CH3:3].[CH3:7][NH:8][C:9]1[CH:10]=[N:11][N:12]([C:14]2[CH:15]=[N:16][CH:17]=[CH:18][CH:19]=2)[CH:13]=1. The catalyst is ClC(Cl)C. The product is [CH3:7][N:8]([C:9]1[CH:10]=[N:11][N:12]([C:14]2[CH:15]=[N:16][CH:17]=[CH:18][CH:19]=2)[CH:13]=1)[C:1](=[O:5])[CH:2]([CH3:4])[CH3:3]. The yield is 0.540. (5) The reactants are [CH2:1]([N:8]1[CH2:12][CH2:11][C@H:10]([OH:13])[CH2:9]1)[C:2]1[CH:7]=[CH:6][CH:5]=[CH:4][CH:3]=1.[C:14]1([CH3:24])[CH:19]=[CH:18][C:17]([S:20](Cl)(=[O:22])=[O:21])=[CH:16][CH:15]=1. No catalyst specified. The product is [CH2:1]([N:8]1[CH2:12][CH2:11][C@H:10]([OH:13])[CH2:9]1)[C:2]1[CH:3]=[CH:4][CH:5]=[CH:6][CH:7]=1.[S:20]([C:17]1[CH:18]=[CH:19][C:14]([CH3:24])=[CH:15][CH:16]=1)([O-:13])(=[O:22])=[O:21]. The yield is 0.980. (6) The reactants are C1C=CC(P(C2C=CC=CC=2)C2C=CC=CC=2)=CC=1.CCOC(/N=N/C(OCC)=O)=O.[Br:32][C:33]1[C:41]2[C:40](=[O:42])[NH:39][N:38]=[CH:37][C:36]=2[S:35][CH:34]=1.[N:43]1[C:52]2[C:47](=[CH:48][CH:49]=[CH:50][CH:51]=2)[CH:46]=[CH:45][C:44]=1[CH2:53][CH2:54]O. The catalyst is C1COCC1. The product is [Br:32][C:33]1[C:41]2[C:40](=[O:42])[N:39]([CH2:54][CH2:53][C:44]3[CH:45]=[CH:46][C:47]4[C:52](=[CH:51][CH:50]=[CH:49][CH:48]=4)[N:43]=3)[N:38]=[CH:37][C:36]=2[S:35][CH:34]=1. The yield is 0.536. (7) The reactants are [OH:1][C:2]1[CH:3]=[C:4]2[C:8](=[CH:9][CH:10]=1)[C:7](=[O:11])[CH2:6][CH2:5]2.[H-].[Na+].[Cl-].[C:15]1([I+][C:15]2[CH:20]=[CH:19][CH:18]=[CH:17][CH:16]=2)[CH:20]=[CH:19][CH:18]=[CH:17][CH:16]=1. The catalyst is CN(C)C=O.C(OCC)(=O)C. The product is [O:1]([C:2]1[CH:3]=[C:4]2[C:8](=[CH:9][CH:10]=1)[C:7](=[O:11])[CH2:6][CH2:5]2)[C:15]1[CH:20]=[CH:19][CH:18]=[CH:17][CH:16]=1. The yield is 0.540.